Predict which catalyst facilitates the given reaction. From a dataset of Catalyst prediction with 721,799 reactions and 888 catalyst types from USPTO. (1) Product: [C:38]([N:35]1[CH2:36][CH2:37][N:32]([C:27]2[CH:28]=[CH:29][CH:30]=[C:31]3[C:26]=2[CH:25]=[CH:24][N:23]3[C:21]2[CH:20]=[CH:19][N:18]=[C:17]([NH:16][CH:13]3[CH2:12][CH2:11][CH:10]([N:9]([CH2:8][CH2:7][OH:6])[S:41]([CH3:44])(=[O:43])=[O:42])[CH2:15][CH2:14]3)[N:22]=2)[CH2:33][CH2:34]1)(=[O:40])[CH3:39]. Reactant: C([Si](C)(C)[O:6][CH2:7][CH2:8][N:9]([S:41]([CH3:44])(=[O:43])=[O:42])[CH:10]1[CH2:15][CH2:14][CH:13]([NH:16][C:17]2[N:22]=[C:21]([N:23]3[C:31]4[C:26](=[C:27]([N:32]5[CH2:37][CH2:36][N:35]([C:38](=[O:40])[CH3:39])[CH2:34][CH2:33]5)[CH:28]=[CH:29][CH:30]=4)[CH:25]=[CH:24]3)[CH:20]=[CH:19][N:18]=2)[CH2:12][CH2:11]1)(C)(C)C.CCCC[N+](CCCC)(CCCC)CCCC.[F-]. The catalyst class is: 20. (2) Reactant: [F:1][C:2]1[CH:7]=[CH:6][C:5]([N:8]2[C:11](=[O:12])[C@H:10]([S:13]SC3C([N+]([O-])=O)=CC=CN=3)[C@H:9]2[C:24]2[CH:38]=[CH:37][C:27]([O:28][CH2:29][C:30]([O:32]C(C)(C)C)=[O:31])=[CH:26][CH:25]=2)=[CH:4][CH:3]=1.C1(P(C2C=CC=CC=2)C2C=CC=CC=2)C=CC=CC=1.CCN(CC)CC.Cl[CH2:66][C:67]([C:69]1[CH:70]=[CH:71][C:72]2[O:76][CH2:75][CH2:74][C:73]=2[CH:77]=1)=[O:68]. Product: [O:76]1[C:72]2[CH:71]=[CH:70][C:69]([C:67](=[O:68])[CH2:66][S:13][C@H:10]3[C:11](=[O:12])[N:8]([C:5]4[CH:6]=[CH:7][C:2]([F:1])=[CH:3][CH:4]=4)[C@@H:9]3[C:24]3[CH:25]=[CH:26][C:27]([O:28][CH2:29][C:30]([OH:32])=[O:31])=[CH:37][CH:38]=3)=[CH:77][C:73]=2[CH2:74][CH2:75]1. The catalyst class is: 95. (3) Product: [CH:17]1[C:18]2[C:6](=[CH:5][C:4]([OH:19])=[O:3])[C:7]3[C:12](=[CH:11][CH:10]=[CH:9][CH:8]=3)[C:13]=2[CH:14]=[CH:15][CH:16]=1. Reactant: C([O:3][C:4](=[O:19])[CH:5]=[C:6]1[C:18]2[CH:17]=[CH:16][CH:15]=[CH:14][C:13]=2[C:12]2[C:7]1=[CH:8][CH:9]=[CH:10][CH:11]=2)C.[OH-].[Na+]. The catalyst class is: 14. (4) Reactant: [H-].[Na+].C(OP([CH2:11][C:12]([O:14][C:15]([CH3:18])([CH3:17])[CH3:16])=[O:13])(OCC)=O)C.[CH:19]([C:21]1[CH:30]=[CH:29][CH:28]=[CH:27][C:22]=1[C:23]([O:25][CH3:26])=[O:24])=O. Product: [C:15]([O:14][C:12](=[O:13])/[CH:11]=[CH:19]/[C:21]1[CH:30]=[CH:29][CH:28]=[CH:27][C:22]=1[C:23]([O:25][CH3:26])=[O:24])([CH3:16])([CH3:17])[CH3:18]. The catalyst class is: 7. (5) Reactant: [F:1][C:2]([F:16])([F:15])[C:3]1[CH:14]=[CH:13][C:6]([CH2:7][CH:8]([C:11]#[N:12])[C:9]#[N:10])=[CH:5][CH:4]=1.[H-].[Na+].Br[CH2:20][CH:21]1[CH2:24][CH2:23][CH2:22]1. Product: [CH:21]1([CH2:20][C:8]([CH2:7][C:6]2[CH:5]=[CH:4][C:3]([C:2]([F:15])([F:16])[F:1])=[CH:14][CH:13]=2)([C:11]#[N:12])[C:9]#[N:10])[CH2:24][CH2:23][CH2:22]1. The catalyst class is: 9. (6) Reactant: [ClH:1].[CH3:2][S:3]([N:6]1[CH2:11][CH2:10][N:9](C(OC(C)(C)C)=O)[CH2:8][CH2:7]1)(=[O:5])=[O:4]. Product: [Cl-:1].[CH3:2][S:3]([N:6]1[CH2:11][CH2:10][NH2+:9][CH2:8][CH2:7]1)(=[O:5])=[O:4]. The catalyst class is: 258. (7) Reactant: [OH:1][CH:2]1[CH2:7][CH2:6][N:5]([C:8]2[N:13]=[CH:12][C:11]([C:14]3[N:15]=[N:16][N:17]([CH2:19][C:20]([O:22][CH2:23][CH3:24])=[O:21])[N:18]=3)=[CH:10][N:9]=2)[CH2:4][CH2:3]1.[Br:25][C:26]1[CH:27]=[CH:28][C:29]([Cl:33])=[C:30](O)[CH:31]=1.C1(P(C2C=CC=CC=2)C2C=CC=CC=2)C=CC=CC=1.N(C(OCC)=O)=NC(OCC)=O. Product: [Br:25][C:26]1[CH:31]=[CH:30][C:29]([Cl:33])=[C:28]([CH:27]=1)[O:1][CH:2]1[CH2:3][CH2:4][N:5]([C:8]2[N:9]=[CH:10][C:11]([C:14]3[N:15]=[N:16][N:17]([CH2:19][C:20]([O:22][CH2:23][CH3:24])=[O:21])[N:18]=3)=[CH:12][N:13]=2)[CH2:6][CH2:7]1. The catalyst class is: 1.